This data is from Reaction yield outcomes from USPTO patents with 853,638 reactions. The task is: Predict the reaction yield, written as a fraction of the theoretical maximum amount of product (1.0 means a 100% yield; for example, 0.34 means a 34% yield). (1) The reactants are [N:1]([CH2:4][CH2:5][CH2:6][NH:7][C:8]1[C:9]([C:13]2[N:17]([C:18]3[CH:23]=[CH:22][C:21]([F:24])=[C:20]([Br:25])[CH:19]=3)[C:16](=[O:26])[O:15][N:14]=2)=[N:10][O:11][N:12]=1)=[N+]=[N-].[I-:27].[Na+].Cl[Si](C)(C)C.S([O-])([O-])(=O)=S.[Na+].[Na+]. The catalyst is CO.O. The product is [IH:27].[NH2:1][CH2:4][CH2:5][CH2:6][NH:7][C:8]1[C:9]([C:13]2[N:17]([C:18]3[CH:23]=[CH:22][C:21]([F:24])=[C:20]([Br:25])[CH:19]=3)[C:16](=[O:26])[O:15][N:14]=2)=[N:10][O:11][N:12]=1. The yield is 0.930. (2) The reactants are [O:1]=[S:2]1(=[O:51])[CH2:7][CH2:6][N:5]([CH2:8][CH2:9][NH:10][C@:11]23[CH2:46][CH2:45][C@@H:44]([CH:47]([CH3:50])[CH2:48]O)[C@@H:12]2[C@@H:13]2[C@@:26]([CH3:29])([CH2:27][CH2:28]3)[C@@:25]3([CH3:30])[C@@H:16]([C@:17]4([CH3:43])[C@@H:22]([CH2:23][CH2:24]3)[C:21]([CH3:32])([CH3:31])[C:20]([C:33]3[CH:42]=[CH:41][C:36]([C:37]([O:39][CH3:40])=[O:38])=[CH:35][CH:34]=3)=[CH:19][CH2:18]4)[CH2:15][CH2:14]2)[CH2:4][CH2:3]1.CCN(S(F)(F)[F:58])CC.C(O)(C(F)(F)F)=O. The catalyst is C(Cl)Cl. The product is [O:1]=[S:2]1(=[O:51])[CH2:7][CH2:6][N:5]([CH2:8][CH2:9][NH:10][C@:11]23[CH2:46][CH2:45][C@@H:44]([CH:47]([CH3:50])[CH2:48][F:58])[C@@H:12]2[C@@H:13]2[C@@:26]([CH3:29])([CH2:27][CH2:28]3)[C@@:25]3([CH3:30])[C@@H:16]([C@:17]4([CH3:43])[C@@H:22]([CH2:23][CH2:24]3)[C:21]([CH3:32])([CH3:31])[C:20]([C:33]3[CH:42]=[CH:41][C:36]([C:37]([O:39][CH3:40])=[O:38])=[CH:35][CH:34]=3)=[CH:19][CH2:18]4)[CH2:15][CH2:14]2)[CH2:4][CH2:3]1. The yield is 0.290. (3) The reactants are Cl[C:2]1[CH:7]=[CH:6][C:5]([C:8]([NH:10][C@@H:11]([CH:16]2[CH2:21][CH2:20][CH2:19][CH2:18][CH2:17]2)[C:12]([O:14][CH3:15])=[O:13])=[O:9])=[C:4]([NH:22][C:23]([NH:25][C:26]2[C:31]([CH3:32])=[CH:30][C:29]([CH3:33])=[CH:28][C:27]=2[CH3:34])=[O:24])[CH:3]=1.[CH3:35][O:36][C:37]1[CH:38]=[C:39](B(O)O)[CH:40]=[CH:41][C:42]=1[O:43][CH3:44].[F-].[Cs+].O. The catalyst is C1CCC(P(C2CCCCC2)C2CCCCC2)CC1.C1CCC(P(C2CCCCC2)C2CCCCC2)CC1.Cl[Pd]Cl.CCCCCC.C(OCC)(=O)C.C(#N)C. The product is [CH3:35][O:36][C:37]1[CH:38]=[C:39]([C:2]2[CH:7]=[CH:6][C:5]([C:8]([NH:10][C@@H:11]([CH:16]3[CH2:21][CH2:20][CH2:19][CH2:18][CH2:17]3)[C:12]([O:14][CH3:15])=[O:13])=[O:9])=[C:4]([NH:22][C:23]([NH:25][C:26]3[C:27]([CH3:34])=[CH:28][C:29]([CH3:33])=[CH:30][C:31]=3[CH3:32])=[O:24])[CH:3]=2)[CH:40]=[CH:41][C:42]=1[O:43][CH3:44]. The yield is 0.360. (4) The reactants are [Cl:1][C:2]1[CH:37]=[CH:36][C:5]([CH2:6][CH2:7][NH:8][C:9]([C:11]2[CH:35]=[CH:34][C:14]([O:15][C:16]3[CH:25]=[C:24]4[C:19]([CH:20]([C:28]([O:30]C)=[O:29])[CH2:21][C:22]([CH3:27])([CH3:26])[O:23]4)=[CH:18][C:17]=3[C:32]#[N:33])=[CH:13][CH:12]=2)=[O:10])=[CH:4][CH:3]=1.[OH-].[Na+].O.CO. The catalyst is C1COCC1.C(OCC)(=O)C.Cl. The product is [Cl:1][C:2]1[CH:3]=[CH:4][C:5]([CH2:6][CH2:7][NH:8][C:9]([C:11]2[CH:12]=[CH:13][C:14]([O:15][C:16]3[CH:25]=[C:24]4[C:19]([CH:20]([C:28]([OH:30])=[O:29])[CH2:21][C:22]([CH3:26])([CH3:27])[O:23]4)=[CH:18][C:17]=3[C:32]#[N:33])=[CH:34][CH:35]=2)=[O:10])=[CH:36][CH:37]=1. The yield is 0.308.